From a dataset of Serine/threonine kinase 33 screen with 319,792 compounds. Binary Classification. Given a drug SMILES string, predict its activity (active/inactive) in a high-throughput screening assay against a specified biological target. (1) The molecule is O(C(c1[nH]c2c(c(=O)n1)cccc2)C)C(=O)C=1OCCOC1. The result is 0 (inactive). (2) The result is 0 (inactive). The molecule is S(=O)(=O)(Nc1c(cc2OCOc2c1)C(=O)C)c1ccc(cc1)C. (3) The compound is O(CC(O)\C=C/CC(OC)OC)Cc1ccccc1. The result is 0 (inactive). (4) The drug is O(Cc1onc(C(=O)NCC(c2ccccc2)C)c1)c1cc2c(nccc2)cc1. The result is 0 (inactive).